Dataset: Full USPTO retrosynthesis dataset with 1.9M reactions from patents (1976-2016). Task: Predict the reactants needed to synthesize the given product. (1) The reactants are: [Br:1][C:2]1[CH:7]=[CH:6][C:5]([CH2:8][CH2:9][CH2:10][OH:11])=[CH:4][CH:3]=1.ClCCl.[CH3:15][S:16](Cl)(=[O:18])=[O:17]. Given the product [CH3:15][S:16]([O:11][CH2:10][CH2:9][CH2:8][C:5]1[CH:4]=[CH:3][C:2]([Br:1])=[CH:7][CH:6]=1)(=[O:18])=[O:17], predict the reactants needed to synthesize it. (2) Given the product [CH3:1][O:2][C:3](=[O:19])[CH2:4][CH2:5][N:6]1[C:10]2[CH:11]=[CH:12][CH:13]=[CH:14][C:9]=2[NH:8][C:7]1=[O:18], predict the reactants needed to synthesize it. The reactants are: [CH3:1][O:2][C:3](=[O:19])[CH2:4][CH2:5][N:6]1[C:10]2[CH:11]=[CH:12][CH:13]=[CH:14][C:9]=2[N:8](C(C)=C)[C:7]1=[O:18].Cl. (3) Given the product [CH:21]12[N:27]([C:28]3[CH:34]=[CH:33][C:31]([NH:32][C:12]([CH:10]4[O:11][C:6]5[CH:5]=[CH:4][C:3]([C:1]#[N:2])=[CH:20][C:7]=5[N:8]([C:15]([O:17][CH2:18][CH3:19])=[O:16])[CH2:9]4)=[O:14])=[C:30]([C:35]#[C:36][CH2:37][N:38]([CH3:40])[CH3:39])[CH:29]=3)[CH:24]([CH2:25][CH2:26]1)[CH2:23][CH2:22]2, predict the reactants needed to synthesize it. The reactants are: [C:1]([C:3]1[CH:4]=[CH:5][C:6]2[O:11][CH:10]([C:12]([OH:14])=O)[CH2:9][N:8]([C:15]([O:17][CH2:18][CH3:19])=[O:16])[C:7]=2[CH:20]=1)#[N:2].[CH:21]12[N:27]([C:28]3[CH:34]=[CH:33][C:31]([NH2:32])=[C:30]([C:35]#[C:36][CH2:37][N:38]([CH3:40])[CH3:39])[CH:29]=3)[CH:24]([CH2:25][CH2:26]1)[CH2:23][CH2:22]2.N1C=CC=CC=1.C(P1(=O)OP(CCC)(=O)OP(CCC)(=O)O1)CC. (4) Given the product [CH2:7]([S:14][C:4]([CH3:5])([CH2:18][N+:15]([O-:17])=[O:16])[CH2:3][CH2:2][OH:1])[C:8]1[CH:13]=[CH:12][CH:11]=[CH:10][CH:9]=1, predict the reactants needed to synthesize it. The reactants are: [OH:1][CH2:2][CH2:3][C:4](=O)[CH3:5].[CH2:7]([SH:14])[C:8]1[CH:13]=[CH:12][CH:11]=[CH:10][CH:9]=1.[N+:15]([CH3:18])([O-:17])=[O:16].C(N)CN. (5) Given the product [Br:9][C:10]1[CH:11]=[C:12]([CH:13]2[C:21]3[C:22](=[O:26])[NH:23][N:24]([CH3:25])[C:20]=3[NH:19][C:4]3[CH2:5][CH2:6][O:1][C:2](=[O:8])[C:3]2=3)[CH:15]=[CH:16][C:17]=1[F:18], predict the reactants needed to synthesize it. The reactants are: [O:1]1[CH2:6][CH2:5][C:4](=O)[CH2:3][C:2]1=[O:8].[Br:9][C:10]1[CH:11]=[C:12]([CH:15]=[CH:16][C:17]=1[F:18])[CH:13]=O.[NH2:19][C:20]1[N:24]([CH3:25])[NH:23][C:22](=[O:26])[CH:21]=1. (6) Given the product [CH3:7][C:5]1[S:6][C:2]([C:13]2[CH:18]=[CH:17][CH:16]=[CH:15][CH:14]=2)=[CH:3][C:4]=1[CH:8]=[O:12], predict the reactants needed to synthesize it. The reactants are: Br[C:2]1[S:6][C:5]([CH3:7])=[C:4]([CH:8]2[O:12]CCO2)[CH:3]=1.[C:13]1(B(O)O)[CH:18]=[CH:17][CH:16]=[CH:15][CH:14]=1.C(=O)([O-])[O-].[Na+].[Na+].[Cl-].[NH4+].Cl. (7) Given the product [F:1][C:2]([F:11])([F:12])[O:3][C:4]1[CH:10]=[CH:9][C:7]2[N:8]=[C:13]([NH2:14])[S:15][C:6]=2[CH:5]=1, predict the reactants needed to synthesize it. The reactants are: [F:1][C:2]([F:12])([F:11])[O:3][C:4]1[CH:10]=[CH:9][C:7]([NH2:8])=[CH:6][CH:5]=1.[C:13]([S-:15])#[N:14].[K+].BrBr.[NH4+].[OH-].